Dataset: Forward reaction prediction with 1.9M reactions from USPTO patents (1976-2016). Task: Predict the product of the given reaction. (1) Given the reactants [CH2:1]([C:4]1[C:8]([CH2:9][CH2:10][CH2:11][OH:12])=[CH:7][N:6]([C:13]2[CH:18]=[CH:17][C:16]([C:19]([F:22])([F:21])[F:20])=[CH:15][N:14]=2)[N:5]=1)[CH2:2][CH3:3].O[C:24]1[CH:29]=[CH:28][CH:27]=[CH:26][C:25]=1[CH2:30][C:31]([O:33]C)=[O:32].C(P(CCCC)CCCC)CCC.N(C(N1CCCCC1)=O)=NC(N1CCCCC1)=O, predict the reaction product. The product is: [CH2:1]([C:4]1[C:8]([CH2:9][CH2:10][CH2:11][O:12][C:24]2[CH:29]=[CH:28][CH:27]=[CH:26][C:25]=2[CH2:30][C:31]([OH:33])=[O:32])=[CH:7][N:6]([C:13]2[CH:18]=[CH:17][C:16]([C:19]([F:21])([F:20])[F:22])=[CH:15][N:14]=2)[N:5]=1)[CH2:2][CH3:3]. (2) Given the reactants [CH3:1][O:2][C:3]1[CH:8]=[C:7]([Cl:9])[N:6]=[C:5]([C:10]([OH:12])=O)[CH:4]=1.C1N=C[N:15](C(N2C=NC=C2)=O)C=1.[NH4+].[OH-].O, predict the reaction product. The product is: [Cl:9][C:7]1[N:6]=[C:5]([C:10]([NH2:15])=[O:12])[CH:4]=[C:3]([O:2][CH3:1])[CH:8]=1. (3) Given the reactants C([O-])([O-])=O.[K+].[K+].[Cl:7][C:8]1[CH:17]=[CH:16][CH:15]=[C:14]2[C:9]=1[C:10](=[O:46])[N:11]([C:40]1[CH:45]=[CH:44][CH:43]=[CH:42][CH:41]=1)[C:12]([C@H:18]1[N:22]([C:23]3[C:28]([C:29]#[N:30])=[C:27]([NH2:31])[N:26]=[C:25]([NH2:32])[N:24]=3)[CH2:21][C@H:20]([NH:33]C(=O)C(F)(F)F)[CH2:19]1)=[N:13]2, predict the reaction product. The product is: [NH2:32][C:25]1[N:26]=[C:27]([NH2:31])[C:28]([C:29]#[N:30])=[C:23]([N:22]2[CH2:21][C@H:20]([NH2:33])[CH2:19][C@H:18]2[C:12]2[N:11]([C:40]3[CH:41]=[CH:42][CH:43]=[CH:44][CH:45]=3)[C:10](=[O:46])[C:9]3[C:14](=[CH:15][CH:16]=[CH:17][C:8]=3[Cl:7])[N:13]=2)[N:24]=1. (4) Given the reactants C[O:2][C:3]1[CH:8]=[CH:7][C:6]([CH2:9][CH:10]([CH2:16][C:17]2[CH:22]=[CH:21][CH:20]=[CH:19][CH:18]=2)[CH2:11][C:12]([O:14][CH3:15])=[O:13])=[CH:5][CH:4]=1.COC1C=CC(CC(CCC2C=CC=CC=2)CC(OC)=O)=CC=1, predict the reaction product. The product is: [OH:2][C:3]1[CH:4]=[CH:5][C:6]([CH2:9][CH:10]([CH2:16][C:17]2[CH:18]=[CH:19][CH:20]=[CH:21][CH:22]=2)[CH2:11][C:12]([O:14][CH3:15])=[O:13])=[CH:7][CH:8]=1.